The task is: Predict the reaction yield, written as a fraction of the theoretical maximum amount of product (1.0 means a 100% yield; for example, 0.34 means a 34% yield).. This data is from Reaction yield outcomes from USPTO patents with 853,638 reactions. (1) The reactants are [CH:1]([C:4]1[N:8]2[CH:9]=[C:10]([C:13]#[CH:14])[CH:11]=[CH:12][C:7]2=[N:6][N:5]=1)([CH3:3])[CH3:2].CN(CCN(C)C)C.Br[C:24]1[CH:29]=[CH:28][CH:27]=[C:26]([CH3:30])[N:25]=1. The catalyst is C1C=CC(P(C2C=CC=CC=2)C2C=CC=CC=2)=CC=1.C1C=CC(P(C2C=CC=CC=2)C2C=CC=CC=2)=CC=1.Cl[Pd]Cl.[Cu](I)I.C1COCC1. The product is [CH:1]([C:4]1[N:8]2[CH:9]=[C:10]([C:13]#[C:14][C:24]3[CH:29]=[CH:28][CH:27]=[C:26]([CH3:30])[N:25]=3)[CH:11]=[CH:12][C:7]2=[N:6][N:5]=1)([CH3:3])[CH3:2]. The yield is 0.380. (2) The reactants are Cl[CH2:2][C:3]([C:5]1[CH:10]=[CH:9][C:8]([F:11])=[CH:7][CH:6]=1)=[O:4].[C:12]([O:18][CH3:19])(=[O:17])[CH2:13][C:14]([CH3:16])=O. No catalyst specified. The product is [F:11][C:8]1[CH:9]=[CH:10][C:5]([C:3]2[O:4][C:14]([CH3:16])=[C:13]([C:12]([O:18][CH3:19])=[O:17])[CH:2]=2)=[CH:6][CH:7]=1. The yield is 0.630.